From a dataset of Catalyst prediction with 721,799 reactions and 888 catalyst types from USPTO. Predict which catalyst facilitates the given reaction. (1) Reactant: ON1C2C=CC=CC=2N=N1.[CH2:11]([O:18][C:19]([NH:21]C1(C)CCN(C(=O)C(O)=O)CC1)=[O:20])[C:12]1[CH:17]=[CH:16][CH:15]=[CH:14][CH:13]=1.CC1(C)OC2(CN)OCC3OC(C)(C)OC3C2O1.Cl.CN(C)CCCN=C=NCC. Product: [CH2:11]([O:18][C:19](=[O:20])[NH2:21])[C:12]1[CH:17]=[CH:16][CH:15]=[CH:14][CH:13]=1. The catalyst class is: 30. (2) Reactant: C[O:2][CH:3]=[C:4]1[CH2:9][CH2:8][C:7]([CH3:11])([CH3:10])[CH2:6][CH2:5]1. Product: [CH3:10][C:7]1([CH3:11])[CH2:8][CH2:9][CH:4]([CH:3]=[O:2])[CH2:5][CH2:6]1. The catalyst class is: 1. (3) Reactant: Cl[C:2]1[O:3][C:4]2[C:5](=[C:7]([C:19]#[N:20])[C:8]([CH3:18])=[C:9]([C:12]3[CH:17]=[CH:16][CH:15]=[CH:14][CH:13]=3)[C:10]=2[F:11])[N:6]=1.C([N:24]([CH:27]([CH3:29])C)[CH2:25]C)(C)C.Cl.N1CCC1. Product: [N:24]1([C:2]2[O:3][C:4]3[C:5](=[C:7]([C:19]#[N:20])[C:8]([CH3:18])=[C:9]([C:12]4[CH:17]=[CH:16][CH:15]=[CH:14][CH:13]=4)[C:10]=3[F:11])[N:6]=2)[CH2:25][CH2:29][CH2:27]1. The catalyst class is: 429. (4) Reactant: [F:1][C:2]1[CH:25]=[CH:24][CH:23]=[CH:22][C:3]=1[CH2:4][N:5]1[C:9]2[CH2:10][CH2:11][CH2:12][C:8]=2[C:7]([C:13]2[N:18]=[C:17]([NH2:19])[C:16]([O:20]C)=[CH:15][N:14]=2)=[N:6]1.C(=O)([O-])[O-].[K+].[K+].C1(S)C=CC=CC=1.C(O)=O. Product: [NH2:19][C:17]1[C:16]([OH:20])=[CH:15][N:14]=[C:13]([C:7]2[C:8]3[CH2:12][CH2:11][CH2:10][C:9]=3[N:5]([CH2:4][C:3]3[CH:22]=[CH:23][CH:24]=[CH:25][C:2]=3[F:1])[N:6]=2)[N:18]=1. The catalyst class is: 60. (5) Reactant: [NH2:1][C:2]1[CH:10]=[CH:9][C:8]([O:11][CH3:12])=[CH:7][C:3]=1[C:4]([OH:6])=[O:5].Cl[C:14](Cl)([O:16]C(=O)OC(Cl)(Cl)Cl)Cl. Product: [CH3:12][O:11][C:8]1[CH:9]=[CH:10][C:2]2[NH:1][C:14](=[O:16])[O:5][C:4](=[O:6])[C:3]=2[CH:7]=1. The catalyst class is: 12. (6) Reactant: [Br:1][C:2]1[N:7]=[C:6](Cl)[C:5]2[N:9]=[CH:10][NH:11][C:4]=2[CH:3]=1.[CH3:12][C@@H:13]1[CH2:18][O:17][CH2:16][CH2:15][NH:14]1. Product: [Br:1][C:2]1[N:7]=[C:6]([N:14]2[CH2:15][CH2:16][O:17][CH2:18][C@H:13]2[CH3:12])[C:5]2[N:9]=[CH:10][NH:11][C:4]=2[CH:3]=1. The catalyst class is: 37. (7) Reactant: CCN(C(C)C)C(C)C.[CH3:10][O:11][C:12]1[C:20]2[O:19][C:18]([C:21]([OH:23])=O)=[CH:17][C:16]=2[CH:15]=[CH:14][CH:13]=1.CN(C(ON1N=NC2C=CC=NC1=2)=[N+](C)C)C.F[P-](F)(F)(F)(F)F.[N:48]1[C:49]([C:57]2[CH:58]=[C:59]([NH2:63])[CH:60]=[CH:61][CH:62]=2)=[CH:50][N:51]2[CH:56]=[CH:55][CH:54]=[CH:53][C:52]=12. Product: [N:48]1[C:49]([C:57]2[CH:58]=[C:59]([NH:63][C:21]([C:18]3[O:19][C:20]4[C:12]([O:11][CH3:10])=[CH:13][CH:14]=[CH:15][C:16]=4[CH:17]=3)=[O:23])[CH:60]=[CH:61][CH:62]=2)=[CH:50][N:51]2[CH:56]=[CH:55][CH:54]=[CH:53][C:52]=12. The catalyst class is: 3. (8) Reactant: [CH3:1][O:2][C:3]1[CH:4]=[C:5]([CH2:10][C@@H:11]2[C@@H:16]([CH2:17][C:18]3[CH:19]=[CH:20][C:21]([OH:26])=[C:22]([O:24][CH3:25])[CH:23]=3)[C:14](=[O:15])[O:13][CH2:12]2)[CH:6]=[CH:7][C:8]=1[OH:9].[S:27](Cl)([CH3:30])(=[O:29])=[O:28]. Product: [CH3:1][O:2][C:3]1[CH:4]=[C:5]([CH2:10][C@@H:11]2[C@@H:16]([CH2:17][C:18]3[CH:19]=[CH:20][C:21]([OH:26])=[C:22]([O:24][CH3:25])[CH:23]=3)[C:14](=[O:15])[O:13][CH2:12]2)[CH:6]=[CH:7][C:8]=1[OH:9].[S:27]([O-:2])(=[O:29])(=[O:28])[CH3:30]. The catalyst class is: 17. (9) Reactant: [C:1]([OH:7])([C:3]([F:6])([F:5])[F:4])=[O:2].C(OC([N:15]1[C@@H:19]([CH3:20])[CH2:18][CH2:17][C@H:16]1[C:21]1[NH:22][CH:23]=[C:24]([C:26]2[CH:27]=[C:28]3[C:33](=[CH:34][CH:35]=2)[CH:32]=[C:31]([C:36]2[CH:41]=[CH:40][C:39]([C:42]4[N:43]=[C:44]([C@@H:47]5[CH2:51][CH2:50][C@H:49]([CH3:52])[N:48]5C(OC(C)(C)C)=O)[NH:45][CH:46]=4)=[CH:38][CH:37]=2)[CH:30]=[CH:29]3)[N:25]=1)=O)(C)(C)C.C(Cl)Cl. Product: [C:1]([OH:7])([C:3]([F:6])([F:5])[F:4])=[O:2].[CH3:52][C@@H:49]1[NH:48][C@H:47]([C:44]2[NH:45][CH:46]=[C:42]([C:39]3[CH:40]=[CH:41][C:36]([C:31]4[CH:30]=[CH:29][C:28]5[C:33](=[CH:34][CH:35]=[C:26]([C:24]6[N:25]=[C:21]([C@@H:16]7[CH2:17][CH2:18][C@H:19]([CH3:20])[NH:15]7)[NH:22][CH:23]=6)[CH:27]=5)[CH:32]=4)=[CH:37][CH:38]=3)[N:43]=2)[CH2:51][CH2:50]1. The catalyst class is: 26.